This data is from Catalyst prediction with 721,799 reactions and 888 catalyst types from USPTO. The task is: Predict which catalyst facilitates the given reaction. (1) The catalyst class is: 84. Product: [C:1]([N:4]1[C:13]2[C:8](=[CH:9][C:10]([C:29]3[CH:30]=[N:31][NH:32][CH:33]=3)=[CH:11][CH:12]=2)[N:7]([C:15]([O:17][CH:18]2[CH2:21][CH2:20][CH2:19]2)=[O:16])[CH2:6][C@@H:5]1[CH3:22])(=[O:3])[CH3:2]. Reactant: [C:1]([N:4]1[C:13]2[C:8](=[CH:9][C:10](Br)=[CH:11][CH:12]=2)[N:7]([C:15]([O:17][CH:18]2[CH2:21][CH2:20][CH2:19]2)=[O:16])[CH2:6][C@@H:5]1[CH3:22])(=[O:3])[CH3:2].CC1(C)OB([C:29]2[CH:30]=[N:31][N:32](C(OC(C)(C)C)=O)[CH:33]=2)OC1(C)C.C(=O)([O-])[O-].[Cs+].[Cs+].O1CCOCC1. (2) Reactant: C(O[C:4](=[O:14])[CH2:5][C:6](=O)[C:7]1[CH:12]=[CH:11][CH:10]=[CH:9][CH:8]=1)C.[CH2:15]([O:17][C:18]([C:20]1[NH:21][N:22]=[C:23]([NH2:25])[CH:24]=1)=[O:19])[CH3:16]. Product: [CH2:15]([O:17][C:18]([C:20]1[CH:24]=[C:23]2[NH:25][C:6]([C:7]3[CH:8]=[CH:9][CH:10]=[CH:11][CH:12]=3)=[CH:5][C:4](=[O:14])[N:22]2[N:21]=1)=[O:19])[CH3:16]. The catalyst class is: 15. (3) Reactant: [CH:1]([NH:4][C:5]1[C:14]([CH:15]=[O:16])=[CH:13][C:12]2[C:7](=[CH:8][CH:9]=[C:10]([O:17][CH3:18])[CH:11]=2)[N:6]=1)([CH3:3])[CH3:2].[BH4-].[Na+]. The catalyst class is: 1. Product: [CH:1]([NH:4][C:5]1[C:14]([CH2:15][OH:16])=[CH:13][C:12]2[C:7](=[CH:8][CH:9]=[C:10]([O:17][CH3:18])[CH:11]=2)[N:6]=1)([CH3:3])[CH3:2]. (4) Reactant: Cl[C:2]1[CH:7]=[C:6](Cl)[N:5]=[CH:4][N:3]=1.Cl.[F:10][C:11]1[CH:16]=[CH:15][C:14]([CH:17]2[CH2:22][CH2:21][NH:20][CH2:19][CH2:18]2)=[CH:13][CH:12]=1.C(=O)([O-])[O-].[K+].[K+].[NH2:29][NH2:30]. Product: [F:10][C:11]1[CH:16]=[CH:15][C:14]([CH:17]2[CH2:18][CH2:19][N:20]([C:2]3[CH:7]=[C:6]([NH:29][NH2:30])[N:5]=[CH:4][N:3]=3)[CH2:21][CH2:22]2)=[CH:13][CH:12]=1. The catalyst class is: 38. (5) Reactant: [Br:1][C:2]1[CH:3]=[C:4]([C:8]([CH3:28])=[CH:9][C:10]2[C:11](Cl)=[N:12][C:13]3[C:18]([CH:19]=2)=[CH:17][C:16]([C:20]2[CH:25]=[CH:24][CH:23]=[CH:22][C:21]=2[CH3:26])=[CH:15][CH:14]=3)[CH:5]=[N:6][CH:7]=1.CN1C(=O)CCC1.[CH3:36][O:37][C:38]1[CH:45]=[CH:44][C:41]([CH2:42][NH2:43])=[CH:40][CH:39]=1. Product: [CH3:36][O:37][C:38]1[CH:45]=[CH:44][C:41]([CH2:42][NH:43][C:11]2[C:10]([CH:9]=[C:8]([C:4]3[CH:5]=[N:6][CH:7]=[C:2]([Br:1])[CH:3]=3)[CH3:28])=[CH:19][C:18]3[C:13](=[CH:14][CH:15]=[C:16]([C:20]4[CH:25]=[CH:24][CH:23]=[CH:22][C:21]=4[CH3:26])[CH:17]=3)[N:12]=2)=[CH:40][CH:39]=1. The catalyst class is: 6. (6) Reactant: [Br:1][C:2]1[CH:3]=[C:4]([S:9][C:10]2[CH:15]=[CH:14][CH:13]=[CH:12][CH:11]=2)[C:5]([NH2:8])=[N:6][CH:7]=1.[C:16]([N:24]=[C:25]=[S:26])(=[O:23])[C:17]1[CH:22]=[CH:21][CH:20]=[CH:19][CH:18]=1. Product: [C:16]([NH:24][C:25]([NH:8][C:5]1[C:4]([S:9][C:10]2[CH:15]=[CH:14][CH:13]=[CH:12][CH:11]=2)=[CH:3][C:2]([Br:1])=[CH:7][N:6]=1)=[S:26])(=[O:23])[C:17]1[CH:22]=[CH:21][CH:20]=[CH:19][CH:18]=1. The catalyst class is: 1. (7) Reactant: [Br:1][C:2]1[CH:3]=[C:4]([CH:24]=[CH:25][CH:26]=1)[NH:5][C:6]1[C:11]([C:12]#[N:13])=[CH:10][N:9]=[C:8]2[C:14]3[CH:20]=[C:19]([N+:21]([O-])=O)[CH:18]=[CH:17][C:15]=3[S:16][C:7]=12.[Cl-].[NH4+]. Product: [NH2:21][C:19]1[CH:18]=[CH:17][C:15]2[S:16][C:7]3[C:8](=[N:9][CH:10]=[C:11]([C:12]#[N:13])[C:6]=3[NH:5][C:4]3[CH:24]=[CH:25][CH:26]=[C:2]([Br:1])[CH:3]=3)[C:14]=2[CH:20]=1. The catalyst class is: 406. (8) Reactant: [CH2:1]([O:8][C:9]1[CH:14]=[CH:13][C:12]([N:15]2[CH2:19][CH2:18][CH:17](Br)[C:16]2=[O:21])=[CH:11][CH:10]=1)[C:2]1[CH:7]=[CH:6][CH:5]=[CH:4][CH:3]=1.[C-:22]#[N:23].[Na+].[I-].[Na+].O. The catalyst class is: 9. Product: [CH2:1]([O:8][C:9]1[CH:14]=[CH:13][C:12]([N:15]2[CH2:19][CH2:18][CH:17]([C:22]#[N:23])[C:16]2=[O:21])=[CH:11][CH:10]=1)[C:2]1[CH:7]=[CH:6][CH:5]=[CH:4][CH:3]=1. (9) Reactant: [NH2:1][C:2]1[N:7]=[C:6]([C:8]2[CH:13]=[CH:12][C:11]([OH:14])=[CH:10][C:9]=2[CH:15]2[CH2:19][CH2:18][CH2:17][CH2:16]2)[CH:5]=[CH:4][CH:3]=1.[CH3:20][N:21]([CH3:25])[CH2:22][CH2:23]Cl.C([O-])([O-])=O.[Cs+].[Cs+]. Product: [CH:15]1([C:9]2[CH:10]=[C:11]([O:14][CH2:23][CH2:22][N:21]([CH3:25])[CH3:20])[CH:12]=[CH:13][C:8]=2[C:6]2[N:7]=[C:2]([NH2:1])[CH:3]=[CH:4][CH:5]=2)[CH2:19][CH2:18][CH2:17][CH2:16]1. The catalyst class is: 21. (10) Reactant: [Br:1][C:2]1[CH:3]=[CH:4][C:5](I)=[C:6]([O:8][CH3:9])[CH:7]=1.[C:11]([N:18]1[CH2:23][CH2:22][NH:21][CH2:20][CH2:19]1)([O:13][C:14]([CH3:17])([CH3:16])[CH3:15])=[O:12].CC1(C)C2C(=C(P(C3C=CC=CC=3)C3C=CC=CC=3)C=CC=2)OC2C(P(C3C=CC=CC=3)C3C=CC=CC=3)=CC=CC1=2.CC(C)([O-])C.[Na+]. Product: [Br:1][C:2]1[CH:3]=[CH:4][C:5]([N:21]2[CH2:20][CH2:19][N:18]([C:11]([O:13][C:14]([CH3:17])([CH3:16])[CH3:15])=[O:12])[CH2:23][CH2:22]2)=[C:6]([O:8][CH3:9])[CH:7]=1. The catalyst class is: 882.